Task: Predict the product of the given reaction.. Dataset: Forward reaction prediction with 1.9M reactions from USPTO patents (1976-2016) (1) Given the reactants [CH3:1][O:2][C:3]([C:5]1[C:6]([NH:17][C:18]2[CH:23]=[CH:22][C:21]([Br:24])=[CH:20][C:19]=2[Cl:25])=[C:7]([Cl:16])[C:8]2[N:9]([C:11]([CH:14]=O)=[CH:12][N:13]=2)[CH:10]=1)=[O:4].C(O)(=O)C.[CH3:30][NH2:31].C(O[BH-](OC(=O)C)OC(=O)C)(=O)C.[Na+], predict the reaction product. The product is: [CH3:1][O:2][C:3]([C:5]1[C:6]([NH:17][C:18]2[CH:23]=[CH:22][C:21]([Br:24])=[CH:20][C:19]=2[Cl:25])=[C:7]([Cl:16])[C:8]2[N:9]([C:11]([CH2:14][NH:31][CH3:30])=[CH:12][N:13]=2)[CH:10]=1)=[O:4]. (2) The product is: [CH2:1]([O:3][C:4]([C:6]1[CH:7]=[C:8]2[N:13]([C:14]=1[C:15]1[CH:20]=[CH:19][C:18]([F:21])=[CH:17][CH:16]=1)[CH:12]=[CH:11][C:10]([CH2:22][N:36]1[N:35]=[C:34]([C:30]([OH:33])([C:29]([F:28])([F:39])[F:40])[CH2:31][CH3:32])[CH:38]=[N:37]1)=[CH:9]2)=[O:5])[CH3:2]. Given the reactants [CH2:1]([O:3][C:4]([C:6]1[CH:7]=[C:8]2[N:13]([C:14]=1[C:15]1[CH:20]=[CH:19][C:18]([F:21])=[CH:17][CH:16]=1)[CH:12]=[CH:11][C:10]([CH2:22]OS(C)(=O)=O)=[CH:9]2)=[O:5])[CH3:2].[F:28][C:29]([F:40])([F:39])[C:30]([C:34]1[CH:38]=[N:37][NH:36][N:35]=1)([OH:33])[CH2:31][CH3:32], predict the reaction product. (3) Given the reactants [C:1]([O:4][CH2:5][CH:6]([O:35][C:36](=[O:38])[CH3:37])[CH2:7][NH:8][C:9](=[O:34])[C:10]1[C:15]([I:16])=[C:14]([C:17](=[O:30])[NH:18][CH2:19][CH:20]([O:26][C:27](=[O:29])[CH3:28])[CH2:21][O:22][C:23](=[O:25])[CH3:24])[C:13]([I:31])=[C:12]([NH2:32])[C:11]=1[I:33])(=[O:3])[CH3:2].[C:39](Cl)(Cl)=[O:40], predict the reaction product. The product is: [C:23]([O:22][CH2:21][CH:20]([O:26][C:27](=[O:29])[CH3:28])[CH2:19][NH:18][C:17](=[O:30])[C:14]1[C:13]([I:31])=[C:12]([N:32]=[C:39]=[O:40])[C:11]([I:33])=[C:10]([C:9](=[O:34])[NH:8][CH2:7][CH:6]([O:35][C:36](=[O:38])[CH3:37])[CH2:5][O:4][C:1](=[O:3])[CH3:2])[C:15]=1[I:16])(=[O:25])[CH3:24]. (4) The product is: [Na:1].[O:37]1[C:38]2[CH:39]=[CH:41][CH:42]=[CH:15][C:14]=2[O:13][CH2:12][CH:11]1[CH2:10][O:9][C:8]1[CH:7]=[CH:6][N:5]=[C:4]([CH2:21][S:22]([C:24]2[NH:28][C:27]3[CH:29]=[CH:30][CH:31]=[CH:32][C:26]=3[N:25]=2)=[O:23])[C:3]=1[CH3:2]. Given the reactants [Na:1].[CH3:2][C:3]1[C:4]([CH2:21][S:22]([C:24]2[NH:28][C:27]3[CH:29]=[CH:30][CH:31]=[CH:32][C:26]=3[N:25]=2)=[O:23])=[N:5][CH:6]=[CH:7][C:8]=1[O:9][CH2:10][CH2:11][C:12]1(CCC)OC[CH2:15][CH2:14][O:13]1.OCC1O[C:39]2[CH:41]=[CH:42]C=C[C:38]=2[O:37]C1, predict the reaction product. (5) Given the reactants [CH:1]1([C:4]([NH:6][NH:7][C:8]([CH:10]2[CH2:15][C:14]([CH3:29])([S:16]([C:19]3[CH:24]=[CH:23][CH:22]=[C:21]([C:25]([F:28])([F:27])[F:26])[CH:20]=3)(=[O:18])=[O:17])[CH2:13][CH2:12][O:11]2)=O)=[O:5])[CH2:3][CH2:2]1.O=P(Cl)(Cl)Cl, predict the reaction product. The product is: [CH:1]1([C:4]2[O:5][C:8]([CH:10]3[CH2:15][C:14]([CH3:29])([S:16]([C:19]4[CH:24]=[CH:23][CH:22]=[C:21]([C:25]([F:28])([F:26])[F:27])[CH:20]=4)(=[O:17])=[O:18])[CH2:13][CH2:12][O:11]3)=[N:7][N:6]=2)[CH2:3][CH2:2]1.